This data is from CYP2C19 inhibition data for predicting drug metabolism from PubChem BioAssay. The task is: Regression/Classification. Given a drug SMILES string, predict its absorption, distribution, metabolism, or excretion properties. Task type varies by dataset: regression for continuous measurements (e.g., permeability, clearance, half-life) or binary classification for categorical outcomes (e.g., BBB penetration, CYP inhibition). Dataset: cyp2c19_veith. (1) The compound is COCCNc1nc(-c2ccccc2C)nc2ccccc12. The result is 0 (non-inhibitor). (2) The compound is CC1=CC(=C2C(=O)c3ccccc3C2=O)C=C(C)O1. The result is 1 (inhibitor). (3) The compound is C[C@@H]1O[C@H]1P(=O)([O-])[O-].[Na+].[Na+]. The result is 0 (non-inhibitor).